Dataset: Forward reaction prediction with 1.9M reactions from USPTO patents (1976-2016). Task: Predict the product of the given reaction. (1) The product is: [CH2:30]([C@H:12]1[CH2:13][C@H:14]([C:23]2[CH:28]=[CH:27][CH:26]=[C:25]([Cl:29])[CH:24]=2)[C@@H:15]([C:16]2[CH:21]=[CH:20][C:19]([Cl:22])=[CH:18][CH:17]=2)[N:10]([C@H:7]([C:6]2[O:3][C:1]([CH3:2])=[N:4][N:5]=2)[CH2:8][CH3:9])[C:11]1=[O:33])[CH:31]=[CH2:32]. Given the reactants [C:1]([NH:4][NH:5][C:6](=O)[C@@H:7]([N:10]1[C@H:15]([C:16]2[CH:21]=[CH:20][C:19]([Cl:22])=[CH:18][CH:17]=2)[C@@H:14]([C:23]2[CH:28]=[CH:27][CH:26]=[C:25]([Cl:29])[CH:24]=2)[CH2:13][C@H:12]([CH2:30][CH:31]=[CH2:32])[C:11]1=[O:33])[CH2:8][CH3:9])(=[O:3])[CH3:2].CC[N+](S(N=C(OC)[O-])(=O)=O)(CC)CC, predict the reaction product. (2) Given the reactants [F:1][C:2]([F:24])([F:23])[C:3]1[CH:22]=[CH:21][CH:20]=[CH:19][C:4]=1[CH2:5][O:6][CH:7]1[CH2:10][N:9]([C:11]2[S:12][C:13]([C:16]([OH:18])=O)=[CH:14][N:15]=2)[CH2:8]1.C[N:26](C(ON1N=NC2C=CC=NC1=2)=[N+](C)C)C.F[P-](F)(F)(F)(F)F.[Cl-].[NH4+].C(N(CC)C(C)C)(C)C, predict the reaction product. The product is: [F:1][C:2]([F:23])([F:24])[C:3]1[CH:22]=[CH:21][CH:20]=[CH:19][C:4]=1[CH2:5][O:6][CH:7]1[CH2:8][N:9]([C:11]2[S:12][C:13]([C:16]([NH2:26])=[O:18])=[CH:14][N:15]=2)[CH2:10]1. (3) Given the reactants [CH2:1]([C@H:3]([NH:10][C:11]([C@@H:13]1[CH2:16][CH2:15][N:14]1[C:17]([O:19][C:20]([CH3:23])([CH3:22])[CH3:21])=[O:18])=[O:12])/[CH:4]=[CH:5]/[C:6]([O:8]C)=[O:7])[CH3:2].[Li+].[OH-], predict the reaction product. The product is: [CH3:23][C:20]([O:19][C:17]([N:14]1[CH2:15][CH2:16][C@H:13]1[C:11]([NH:10][C@@H:3]([CH2:1][CH3:2])/[CH:4]=[CH:5]/[C:6]([OH:8])=[O:7])=[O:12])=[O:18])([CH3:21])[CH3:22].